From a dataset of Forward reaction prediction with 1.9M reactions from USPTO patents (1976-2016). Predict the product of the given reaction. Given the reactants CC1(C)C(C)(C)OB([C:9]2[CH:10]=[N:11][N:12]([C@H:14]3[CH2:19][CH2:18][CH2:17][N:16]([C:20]([O:22][C:23]([CH3:26])([CH3:25])[CH3:24])=[O:21])[CH2:15]3)[CH:13]=2)O1.Br[C:29]1[CH:30]=[C:31]([C:36]2[N:40]([C:41]3[CH:46]=[CH:45][C:44]([O:47][CH3:48])=[C:43]([F:49])[C:42]=3[F:50])[N:39]=[N:38][N:37]=2)[C:32]([NH2:35])=[N:33][CH:34]=1.[F-].[Cs+], predict the reaction product. The product is: [NH2:35][C:32]1[N:33]=[CH:34][C:29]([C:9]2[CH:10]=[N:11][N:12]([C@H:14]3[CH2:19][CH2:18][CH2:17][N:16]([C:20]([O:22][C:23]([CH3:24])([CH3:25])[CH3:26])=[O:21])[CH2:15]3)[CH:13]=2)=[CH:30][C:31]=1[C:36]1[N:40]([C:41]2[CH:46]=[CH:45][C:44]([O:47][CH3:48])=[C:43]([F:49])[C:42]=2[F:50])[N:39]=[N:38][N:37]=1.